From a dataset of Catalyst prediction with 721,799 reactions and 888 catalyst types from USPTO. Predict which catalyst facilitates the given reaction. (1) Reactant: [C:1]([O:5][C:6]([N:8]([C@@H:22]1[CH2:26][CH2:25][N:24]([CH:27]([C:34]2[CH:39]=[CH:38][CH:37]=[CH:36][CH:35]=2)[C:28]2[CH:33]=[CH:32][CH:31]=[CH:30][CH:29]=2)[CH2:23]1)[C:9]1[N:14]=[CH:13][C:12](/[CH:15]=[CH:16]/[C:17]([O:19]CC)=[O:18])=[CH:11][CH:10]=1)=[O:7])([CH3:4])([CH3:3])[CH3:2].[OH-].[Na+]. Product: [C:1]([O:5][C:6]([N:8]([C@@H:22]1[CH2:26][CH2:25][N:24]([CH:27]([C:34]2[CH:39]=[CH:38][CH:37]=[CH:36][CH:35]=2)[C:28]2[CH:29]=[CH:30][CH:31]=[CH:32][CH:33]=2)[CH2:23]1)[C:9]1[N:14]=[CH:13][C:12](/[CH:15]=[CH:16]/[C:17]([OH:19])=[O:18])=[CH:11][CH:10]=1)=[O:7])([CH3:4])([CH3:2])[CH3:3]. The catalyst class is: 5. (2) Reactant: [C:1]([O:6][CH:7]([O:10][C:11](=[O:27])[CH2:12][CH:13]([CH2:18][NH:19]C(OC(C)(C)C)=O)[CH2:14][CH:15]([CH3:17])[CH3:16])[CH2:8][CH3:9])(=[O:5])[CH:2]([CH3:4])[CH3:3].[C:28]([OH:34])([C:30]([F:33])([F:32])[F:31])=[O:29]. Product: [OH:34][C:28]([C:30]([F:33])([F:32])[F:31])=[O:29].[C:1]([O:6][CH:7]([O:10][C:11](=[O:27])[CH2:12][CH:13]([CH2:18][NH2:19])[CH2:14][CH:15]([CH3:17])[CH3:16])[CH2:8][CH3:9])(=[O:5])[CH:2]([CH3:4])[CH3:3]. The catalyst class is: 2.